Dataset: Full USPTO retrosynthesis dataset with 1.9M reactions from patents (1976-2016). Task: Predict the reactants needed to synthesize the given product. (1) Given the product [OH:6][CH2:7][C@H:8]([NH:12][C:13]1[CH:14]=[C:15]([C:19]2[CH:20]=[C:21]3[C:26](=[CH:27][CH:28]=2)[N:25]([CH3:29])[C:24](=[O:30])[CH2:23][CH2:22]3)[CH:16]=[N:17][CH:18]=1)[CH:9]([CH3:10])[CH3:11], predict the reactants needed to synthesize it. The reactants are: C([SiH2][O:6][C:7](C)(C)[C@H:8]([NH:12][C:13]1[CH:14]=[C:15]([C:19]2[CH:20]=[C:21]3[C:26](=[CH:27][CH:28]=2)[N:25]([CH3:29])[C:24](=[O:30])[CH2:23][CH2:22]3)[CH:16]=[N:17][CH:18]=1)[CH:9]([CH3:11])[CH3:10])(C)(C)C.CCCC[N+](CCCC)(CCCC)CCCC.[F-]. (2) Given the product [OH:20][C:2]1([C:33]2[CH:34]=[CH:35][C:30]([CH:27]([CH3:29])[CH3:28])=[CH:31][C:32]=2[O:36][CH3:37])[C:10](=[O:11])[C:9]2[C:4](=[CH:5][CH:6]=[C:7]([N+:16]([O-:18])=[O:17])[C:8]=2[NH:12][C:13](=[O:15])[CH3:14])[C:3]1=[O:19], predict the reactants needed to synthesize it. The reactants are: O[C:2]1([OH:20])[C:10](=[O:11])[C:9]2[C:4](=[CH:5][CH:6]=[C:7]([N+:16]([O-:18])=[O:17])[C:8]=2[NH:12][C:13](=[O:15])[CH3:14])[C:3]1=[O:19].[Se]=O.CC(O)=O.[CH:27]([C:30]1[CH:35]=[CH:34][CH:33]=[C:32]([O:36][CH3:37])[CH:31]=1)([CH3:29])[CH3:28]. (3) Given the product [ClH:60].[CH:10]([C:6]1[CH:7]=[CH:8][CH:9]=[C:4]([CH:1]([CH3:3])[CH3:2])[C:5]=1[NH:13][C:14]([CH2:16][N:17]([CH2:55][CH2:56][CH2:57][CH2:58][CH3:59])[CH2:18][C:19]1[CH:24]=[CH:23][C:22]([C:25]2[CH:30]=[CH:29][CH:28]=[CH:27][C:26]=2[C:31]2[NH:35][N:34]=[N:33][N:32]=2)=[CH:21][CH:20]=1)=[O:15])([CH3:12])[CH3:11], predict the reactants needed to synthesize it. The reactants are: [CH:1]([C:4]1[CH:9]=[CH:8][CH:7]=[C:6]([CH:10]([CH3:12])[CH3:11])[C:5]=1[NH:13][C:14]([CH2:16][N:17]([CH2:55][CH2:56][CH2:57][CH2:58][CH3:59])[CH2:18][C:19]1[CH:24]=[CH:23][C:22]([C:25]2[CH:30]=[CH:29][CH:28]=[CH:27][C:26]=2[C:31]2[N:35](C(C3C=CC=CC=3)(C3C=CC=CC=3)C3C=CC=CC=3)[N:34]=[N:33][N:32]=2)=[CH:21][CH:20]=1)=[O:15])([CH3:3])[CH3:2].[ClH:60]. (4) Given the product [CH3:1][O:2][C:3]1[CH:4]=[C:5]2[C:10](=[CH:11][C:12]=1[O:13][CH3:14])[N:9]=[CH:8][N:7]=[C:6]2[O:15][C:16]1[CH:17]=[C:18]([NH:19][C:33]([NH:32][C:30]2[O:29][N:28]=[C:27]([C:24]([F:23])([CH3:25])[CH3:26])[CH:31]=2)=[O:34])[CH:20]=[CH:21][CH:22]=1, predict the reactants needed to synthesize it. The reactants are: [CH3:1][O:2][C:3]1[CH:4]=[C:5]2[C:10](=[CH:11][C:12]=1[O:13][CH3:14])[N:9]=[CH:8][N:7]=[C:6]2[O:15][C:16]1[CH:17]=[C:18]([CH:20]=[CH:21][CH:22]=1)[NH2:19].[F:23][C:24]([C:27]1[CH:31]=[C:30]([NH:32][C:33](=O)[O:34]C2C=CC=CC=2)[O:29][N:28]=1)([CH3:26])[CH3:25].C(C1C=C(NC(=O)N)ON=1)(C)C. (5) Given the product [F:42][C:41]([F:44])([F:43])[S:38]([O:18][C:15]1[CH2:14][CH2:13][N:12]([C:9]2[CH:10]=[CH:11][C:6]3[N:7]([C:3]([C:2]([F:1])([F:19])[F:20])=[N:4][N:5]=3)[N:8]=2)[CH2:17][CH:16]=1)(=[O:40])=[O:39], predict the reactants needed to synthesize it. The reactants are: [F:1][C:2]([F:20])([F:19])[C:3]1[N:7]2[N:8]=[C:9]([N:12]3[CH2:17][CH2:16][C:15](=[O:18])[CH2:14][CH2:13]3)[CH:10]=[CH:11][C:6]2=[N:5][N:4]=1.C[Si]([N-][Si](C)(C)C)(C)C.[Li+].C1C=CC(N([S:38]([C:41]([F:44])([F:43])[F:42])(=[O:40])=[O:39])[S:38]([C:41]([F:44])([F:43])[F:42])(=[O:40])=[O:39])=CC=1.C(Cl)Cl.